This data is from Forward reaction prediction with 1.9M reactions from USPTO patents (1976-2016). The task is: Predict the product of the given reaction. Given the reactants FC(F)(F)C(O)=O.C(OC([N:15]1[CH2:20][CH2:19][N:18]([C:21]2[N:26]=[C:25]([C:27]3[CH:32]=[C:31]([Cl:33])[CH:30]=[CH:29][C:28]=3[O:34][C:35]3[CH:40]=[CH:39][C:38]([S:41]([NH:44][C:45]4[S:49][N:48]=[CH:47][N:46]=4)(=[O:43])=[O:42])=[CH:37][C:36]=3[C:50]#[N:51])[CH:24]=[CH:23][N:22]=2)[CH2:17][CH2:16]1)=O)(C)(C)C.C(Cl)Cl, predict the reaction product. The product is: [Cl:33][C:31]1[CH:30]=[CH:29][C:28]([O:34][C:35]2[CH:40]=[CH:39][C:38]([S:41]([NH:44][C:45]3[S:49][N:48]=[CH:47][N:46]=3)(=[O:42])=[O:43])=[CH:37][C:36]=2[C:50]#[N:51])=[C:27]([C:25]2[CH:24]=[CH:23][N:22]=[C:21]([N:18]3[CH2:19][CH2:20][NH:15][CH2:16][CH2:17]3)[N:26]=2)[CH:32]=1.